This data is from Catalyst prediction with 721,799 reactions and 888 catalyst types from USPTO. The task is: Predict which catalyst facilitates the given reaction. (1) Reactant: [CH3:1][O:2][C:3](=[O:18])[C:4]1[CH:9]=[CH:8][C:7]([S:10][C:11]2[CH:16]=[CH:15][C:14]([CH3:17])=[CH:13][N:12]=2)=[CH:6][CH:5]=1.C1C(=O)N([Br:26])C(=O)C1.C(OOC(=O)C1C=CC=CC=1)(=O)C1C=CC=CC=1. Product: [CH3:1][O:2][C:3](=[O:18])[C:4]1[CH:9]=[CH:8][C:7]([S:10][C:11]2[CH:16]=[CH:15][C:14]([CH2:17][Br:26])=[CH:13][N:12]=2)=[CH:6][CH:5]=1. The catalyst class is: 53. (2) Reactant: CS[C:3]1[NH:8][C:7](=[O:9])[CH:6]=[C:5]([CH2:10][CH2:11][CH3:12])[N:4]=1.[NH2:13][C:14]1[CH:15]=[CH:16][C:17]([F:22])=[C:18]([CH:21]=1)[C:19]#[N:20]. Product: [F:22][C:17]1[CH:16]=[CH:15][C:14]([NH:13][C:3]2[NH:8][C:7](=[O:9])[CH:6]=[C:5]([CH2:10][CH2:11][CH3:12])[N:4]=2)=[CH:21][C:18]=1[C:19]#[N:20]. The catalyst class is: 8. (3) Reactant: [N+:1]([C:4]1[CH:5]=[CH:6][C:7]([NH:10][C:11]([N:13]2[CH2:17][CH2:16][CH2:15][CH2:14]2)=[O:12])=[N:8][CH:9]=1)([O-])=O. Product: [NH2:1][C:4]1[CH:5]=[CH:6][C:7]([NH:10][C:11]([N:13]2[CH2:17][CH2:16][CH2:15][CH2:14]2)=[O:12])=[N:8][CH:9]=1. The catalyst class is: 19.